This data is from Forward reaction prediction with 1.9M reactions from USPTO patents (1976-2016). The task is: Predict the product of the given reaction. (1) Given the reactants [C:1]1([O:7][C:8]([N:10]2[CH2:15][CH2:14][N:13](C(OC(C)(C)C)=O)[CH2:12][CH2:11]2)=[O:9])[CH:6]=[CH:5][CH:4]=[CH:3][CH:2]=1.C(O)(C(F)(F)F)=O, predict the reaction product. The product is: [C:1]1([O:7][C:8]([N:10]2[CH2:15][CH2:14][NH:13][CH2:12][CH2:11]2)=[O:9])[CH:6]=[CH:5][CH:4]=[CH:3][CH:2]=1. (2) Given the reactants Cl.[CH3:2][O:3][C:4]([C:6]1([NH2:11])[CH2:10][CH2:9][CH2:8][CH2:7]1)=[O:5].[Cl:12][C:13]1[C:14]([CH3:23])=[C:15]([S:19](Cl)(=[O:21])=[O:20])[CH:16]=[CH:17][CH:18]=1.C(N(CC)CC)C.O, predict the reaction product. The product is: [CH3:2][O:3][C:4]([C:6]1([NH:11][S:19]([C:15]2[CH:16]=[CH:17][CH:18]=[C:13]([Cl:12])[C:14]=2[CH3:23])(=[O:20])=[O:21])[CH2:10][CH2:9][CH2:8][CH2:7]1)=[O:5]. (3) The product is: [F:46][C:47]1[CH:48]=[C:49]([CH:88]=[CH:89][CH:90]=1)[CH2:50][N:51]1[CH:55]=[C:54]([C:56]2[C:64]3[C:59](=[N:60][CH:61]=[C:62]([C:65]4[CH:66]=[N:67][C:68]([N:71]5[CH2:72][CH2:73][N:74]([CH3:77])[CH2:75][CH2:76]5)=[CH:69][CH:70]=4)[CH:63]=3)[NH:58][CH:57]=2)[CH:53]=[N:52]1. Given the reactants Cl.FC1C=C(C=CC=1)CN1C=C(C2C3C(=NC=C(C4C=CC(C5CCNCC5)=CC=4)C=3)N(S(C3C=CC(C)=CC=3)(=O)=O)C=2)C=N1.[F:46][C:47]1[CH:48]=[C:49]([CH:88]=[CH:89][CH:90]=1)[CH2:50][N:51]1[CH:55]=[C:54]([C:56]2[C:64]3[C:59](=[N:60][CH:61]=[C:62]([C:65]4[CH:66]=[N:67][C:68]([N:71]5[CH2:76][CH2:75][N:74]([CH3:77])[CH2:73][CH2:72]5)=[CH:69][CH:70]=4)[CH:63]=3)[N:58](S(C3C=CC(C)=CC=3)(=O)=O)[CH:57]=2)[CH:53]=[N:52]1.[OH-].[Li+], predict the reaction product. (4) The product is: [F:17][C:16]([F:19])([F:18])[C:36]([OH:37])=[O:39].[Cl:1][C:2]1[CH:24]=[CH:23][CH:22]=[CH:21][C:3]=1[CH2:4][N:5]1[C:9]2[C:10]([C:16]([F:18])([F:17])[F:19])=[CH:11][C:12]([C:14]([NH2:15])=[O:37])=[CH:13][C:8]=2[N:7]([CH2:27][CH2:28][N:29]([CH2:32][CH3:33])[CH2:30][CH3:31])[C:6]1=[O:20]. Given the reactants [Cl:1][C:2]1[CH:24]=[CH:23][CH:22]=[CH:21][C:3]=1[CH2:4][N:5]1[C:9]2[C:10]([C:16]([F:19])([F:18])[F:17])=[CH:11][C:12]([C:14]#[N:15])=[CH:13][C:8]=2[NH:7][C:6]1=[O:20].[H-].[Na+].[CH3:27][CH2:28][N:29]([CH2:32][CH2:33]Cl)[CH2:30][CH3:31].Cl.[C:36](=[O:39])(O)[O-:37].[Na+], predict the reaction product. (5) Given the reactants [C:1]([NH:5][C:6]([C:8]1[C:12]2=[N:13][C:14]([C:17]3[C:25]4[C:20](=[CH:21][CH:22]=[C:23]([O:26][CH:27]([F:29])[F:28])[CH:24]=4)[NH:19][N:18]=3)=[CH:15][N:16]=[C:11]2[N:10]([C:30]([C:43]2[CH:48]=[CH:47][CH:46]=[CH:45][CH:44]=2)([C:37]2[CH:42]=[CH:41][CH:40]=[CH:39][CH:38]=2)[C:31]2[CH:36]=[CH:35][CH:34]=[CH:33][CH:32]=2)[CH:9]=1)=[O:7])([CH3:4])([CH3:3])[CH3:2].Cl[CH2:50][CH2:51][C:52](=[O:54])[CH3:53].C([O-])([O-])=O.[K+].[K+].O, predict the reaction product. The product is: [C:1]([NH:5][C:6]([C:8]1[C:12]2=[N:13][C:14]([C:17]3[C:25]4[C:20](=[CH:21][CH:22]=[C:23]([O:26][CH:27]([F:29])[F:28])[CH:24]=4)[N:19]([CH2:50][CH2:51][C:52](=[O:54])[CH3:53])[N:18]=3)=[CH:15][N:16]=[C:11]2[N:10]([C:30]([C:37]2[CH:42]=[CH:41][CH:40]=[CH:39][CH:38]=2)([C:31]2[CH:32]=[CH:33][CH:34]=[CH:35][CH:36]=2)[C:43]2[CH:48]=[CH:47][CH:46]=[CH:45][CH:44]=2)[CH:9]=1)=[O:7])([CH3:4])([CH3:2])[CH3:3]. (6) Given the reactants [OH:1][C@H:2]([CH2:8][S:9]([C:12]1[CH:21]=[CH:20][C:19]2[C:14](=[CH:15][CH:16]=[CH:17][CH:18]=2)[CH:13]=1)(=[O:11])=[O:10])[CH2:3][C:4]([O:6]C)=[O:5].O.[OH-].[Li+], predict the reaction product. The product is: [OH:1][C@H:2]([CH2:8][S:9]([C:12]1[CH:21]=[CH:20][C:19]2[C:14](=[CH:15][CH:16]=[CH:17][CH:18]=2)[CH:13]=1)(=[O:11])=[O:10])[CH2:3][C:4]([OH:6])=[O:5]. (7) Given the reactants [Cl:1][C:2]1[CH:3]=[C:4]([C:8]2[CH:13]=[CH:12][C:11]([CH2:14][C@@H:15]([NH:24][C:25]([C:27]3[O:28][C:29](=[O:32])[NH:30][N:31]=3)=[O:26])[CH2:16][C@@H:17]([CH3:23])[C:18]([O:20]CC)=[O:19])=[CH:10][CH:9]=2)[CH:5]=[CH:6][CH:7]=1.[OH-].[Na+], predict the reaction product. The product is: [Cl:1][C:2]1[CH:3]=[C:4]([C:8]2[CH:9]=[CH:10][C:11]([CH2:14][C@@H:15]([NH:24][C:25]([C:27]3[O:28][C:29](=[O:32])[NH:30][N:31]=3)=[O:26])[CH2:16][C@@H:17]([CH3:23])[C:18]([OH:20])=[O:19])=[CH:12][CH:13]=2)[CH:5]=[CH:6][CH:7]=1. (8) Given the reactants [CH2:1]([C:3]1([C:18]([NH:20][C:21]2[CH:25]=[C:24]([O:26][CH:27]([CH3:29])[CH3:28])[N:23](COCC[Si](C)(C)C)[N:22]=2)=[O:19])[CH2:8][CH2:7][CH2:6][N:5]([S:9]([C:12]2[N:13]=[CH:14][N:15]([CH3:17])[CH:16]=2)(=[O:11])=[O:10])[CH2:4]1)[CH3:2].C(O)(C(F)(F)F)=O, predict the reaction product. The product is: [CH2:1]([C:3]1([C:18]([NH:20][C:21]2[CH:25]=[C:24]([O:26][CH:27]([CH3:28])[CH3:29])[NH:23][N:22]=2)=[O:19])[CH2:8][CH2:7][CH2:6][N:5]([S:9]([C:12]2[N:13]=[CH:14][N:15]([CH3:17])[CH:16]=2)(=[O:11])=[O:10])[CH2:4]1)[CH3:2]. (9) Given the reactants S([C:5]1C=CC(C)=C[CH:6]=1)(O)(=O)=O.[OH:12][CH2:13][C@@H:14]1[C@@H:20]([C:21]2[CH:26]=[CH:25][C:24]([Cl:27])=[C:23]([Cl:28])[CH:22]=2)[CH2:19][C@H:18]2[N:29]([CH3:30])[C@@H:15]1[CH2:16][CH2:17]2.[O-]CC.[Na+], predict the reaction product. The product is: [CH2:5]([O:12][CH2:13][C@@H:14]1[C@@H:20]([C:21]2[CH:26]=[CH:25][C:24]([Cl:27])=[C:23]([Cl:28])[CH:22]=2)[CH2:19][C@H:18]2[N:29]([CH3:30])[C@@H:15]1[CH2:16][CH2:17]2)[CH3:6].